From a dataset of Full USPTO retrosynthesis dataset with 1.9M reactions from patents (1976-2016). Predict the reactants needed to synthesize the given product. (1) Given the product [I:11][C:3]1[CH:4]=[CH:5][CH:6]=[C:1]([CH3:10])[C:2]=1[C:7]([OH:9])=[O:8], predict the reactants needed to synthesize it. The reactants are: [C:1]1([CH3:10])[C:2]([C:7]([OH:9])=[O:8])=[CH:3][CH:4]=[CH:5][CH:6]=1.[I:11]N1C(=O)CCC1=O. (2) The reactants are: C(C1(COC2C(C3CC3)=CC(C(OC(C)(C)C)=O)=C(F)C=2)CCCCC1)#N.[C:28]12([CH2:38][O:39][C:40]3[C:52]([CH:53]4[CH2:56][CH2:55][CH2:54]4)=[CH:51][C:43]([C:44]([O:46]C(C)(C)C)=[O:45])=[C:42]([F:57])[CH:41]=3)[CH2:37][CH:32]3[CH2:33][CH:34]([CH2:36][CH:30]([CH2:31]3)[CH2:29]1)[CH2:35]2. Given the product [C:28]12([CH2:38][O:39][C:40]3[C:52]([CH:53]4[CH2:54][CH2:55][CH2:56]4)=[CH:51][C:43]([C:44]([OH:46])=[O:45])=[C:42]([F:57])[CH:41]=3)[CH2:29][CH:30]3[CH2:31][CH:32]([CH2:33][CH:34]([CH2:36]3)[CH2:35]1)[CH2:37]2, predict the reactants needed to synthesize it.